Dataset: Full USPTO retrosynthesis dataset with 1.9M reactions from patents (1976-2016). Task: Predict the reactants needed to synthesize the given product. (1) Given the product [CH2:3]([C:32]1[CH:33]=[C:34]2[C:39](=[CH:40][CH:41]=1)[CH2:38][C:37](=[O:42])[CH2:36][CH2:35]2)[CH2:4][CH2:5][CH2:6][CH2:7][CH2:8][CH2:9][CH3:10], predict the reactants needed to synthesize it. The reactants are: B([O-])O[CH2:3][CH2:4][CH2:5][CH2:6][CH2:7][CH2:8][CH2:9][CH3:10].C=CCCCCCC.B1C2CCCC1CCC2.[OH-].[Na+].Br[C:32]1[CH:33]=[C:34]2[C:39](=[CH:40][CH:41]=1)[CH2:38][C:37](=[O:42])[CH2:36][CH2:35]2. (2) Given the product [C:6]([CH2:5][CH2:4][CH2:3][CH2:2][CH2:1][N:8]([CH2:4][CH2:5][CH3:6])[CH2:1][CH2:2][CH2:3][CH2:11][CH2:10][C:9]#[N:12])#[N:7], predict the reactants needed to synthesize it. The reactants are: [C:1](#[N:8])[CH2:2][CH2:3][CH2:4][CH2:5][C:6]#[N:7].[CH2:9]([NH2:12])[CH2:10][CH3:11].